Predict the product of the given reaction. From a dataset of Forward reaction prediction with 1.9M reactions from USPTO patents (1976-2016). (1) Given the reactants [F:1][C:2]1([C:7]([O:9]CC)=[O:8])[CH2:6][CH2:5][CH2:4][CH2:3]1.[OH-].[Li+], predict the reaction product. The product is: [F:1][C:2]1([C:7]([OH:9])=[O:8])[CH2:6][CH2:5][CH2:4][CH2:3]1. (2) Given the reactants Cl.[NH2:2][C@H:3]([C:5]([NH2:7])=[O:6])[CH3:4].[C:8]([C:10]1[CH:38]=[CH:37][C:13]([CH2:14][C@@:15]2([CH3:36])[N:19]3[C:20]([S:23](Cl)(=[O:25])=[O:24])=[CH:21][N:22]=[C:18]3[N:17]([C:27]3[CH:32]=[C:31]([Cl:33])[CH:30]=[C:29]([Cl:34])[CH:28]=3)[C:16]2=[O:35])=[CH:12][CH:11]=1)#[N:9], predict the reaction product. The product is: [C:8]([C:10]1[CH:11]=[CH:12][C:13]([CH2:14][C@@:15]2([CH3:36])[N:19]3[C:20]([S:23]([NH:2][C@@H:3]([CH3:4])[C:5]([NH2:7])=[O:6])(=[O:25])=[O:24])=[CH:21][N:22]=[C:18]3[N:17]([C:27]3[CH:28]=[C:29]([Cl:34])[CH:30]=[C:31]([Cl:33])[CH:32]=3)[C:16]2=[O:35])=[CH:37][CH:38]=1)#[N:9]. (3) Given the reactants [CH3:1][C:2]1[N:7]2[CH:8]=[CH:9][N:10]=[C:6]2[N:5]=[C:4]([C:11]2[CH:18]=[CH:17][C:14]([CH:15]=O)=[CH:13][CH:12]=2)[C:3]=1[C:19]1[CH:24]=[CH:23][CH:22]=[CH:21][CH:20]=1.[NH:25]([C:27]([CH:29]1[CH2:34][CH2:33][N:32](C(OC(C)(C)C)=O)[CH2:31][CH2:30]1)=O)[NH2:26].[N:42]1[CH:47]=[CH:46][CH:45]=[CH:44][C:43]=1[C:48]#[N:49].[BH-](OC(C)=O)(OC(C)=O)OC(C)=O.[Na+], predict the reaction product. The product is: [CH3:1][C:2]1[N:7]2[CH:8]=[CH:9][N:10]=[C:6]2[N:5]=[C:4]([C:11]2[CH:18]=[CH:17][C:14]([CH2:15][N:32]3[CH2:31][CH2:30][CH:29]([C:27]4[N:49]=[C:48]([C:43]5[CH:44]=[CH:45][CH:46]=[CH:47][N:42]=5)[NH:26][N:25]=4)[CH2:34][CH2:33]3)=[CH:13][CH:12]=2)[C:3]=1[C:19]1[CH:24]=[CH:23][CH:22]=[CH:21][CH:20]=1.